From a dataset of Retrosynthesis with 50K atom-mapped reactions and 10 reaction types from USPTO. Predict the reactants needed to synthesize the given product. (1) Given the product Cc1ccccc1-c1ncnc(-c2ccccc2)c1C, predict the reactants needed to synthesize it. The reactants are: Cc1ccccc1-c1ncnc(Cl)c1C.OB(O)c1ccccc1. (2) Given the product CCc1cc(CC(=O)O)ccc1OCc1ccc2ccccc2n1, predict the reactants needed to synthesize it. The reactants are: CCc1cc(CC(=O)OC)ccc1OCc1ccc2ccccc2n1. (3) Given the product Cc1ccc(NS(=O)(=O)c2ccc(C(C)(C)C)cc2)cc1O, predict the reactants needed to synthesize it. The reactants are: Cc1cc(C2(c3ccccc3)C(=O)Nc3ccccc32)c(NS(=O)(=O)c2ccc(C(C)(C)C)cc2)cc1O. (4) Given the product CS(=O)(=O)c1ccc(C2=C(c3ccccc3)C(=O)OC2)cc1, predict the reactants needed to synthesize it. The reactants are: CS(=O)(=O)c1ccc(C2=C(Cl)C(=O)OC2)cc1.OB(O)c1ccccc1.